This data is from Forward reaction prediction with 1.9M reactions from USPTO patents (1976-2016). The task is: Predict the product of the given reaction. (1) Given the reactants [NH2:1][C:2]1[C:7]([O:8][CH3:9])=[CH:6][CH:5]=[CH:4][C:3]=1[CH:10]([C:12]1[C:17]([F:18])=[CH:16][CH:15]=[CH:14][C:13]=1[F:19])O.C([SiH](CC)CC)C.FC(F)(F)C(O)=O.[OH-].[Na+], predict the reaction product. The product is: [F:18][C:17]1[CH:16]=[CH:15][CH:14]=[C:13]([F:19])[C:12]=1[CH2:10][C:3]1[CH:4]=[CH:5][CH:6]=[C:7]([O:8][CH3:9])[C:2]=1[NH2:1]. (2) The product is: [Br:28][C:29]1[CH:30]=[C:31]2[C:36](=[CH:37][C:38]=1[O:39][CH3:40])[N:35]=[C:34]([O:41][CH2:42][CH3:43])[CH:33]=[C:32]2[O:11][C@H:12]1[CH2:16][N:15]([C:17]([O:19][C:20]([CH3:21])([CH3:22])[CH3:23])=[O:18])[C@H:14]([C:24]([O:26][CH3:27])=[O:25])[CH2:13]1. Given the reactants BrC1C=CC(S([O:11][C@@H:12]2[CH2:16][N:15]([C:17]([O:19][C:20]([CH3:23])([CH3:22])[CH3:21])=[O:18])[C@H:14]([C:24]([O:26][CH3:27])=[O:25])[CH2:13]2)(=O)=O)=CC=1.[Br:28][C:29]1[CH:30]=[C:31]2[C:36](=[CH:37][C:38]=1[O:39][CH3:40])[N:35]=[C:34]([O:41][CH2:42][CH3:43])[CH:33]=[C:32]2O.C(=O)([O-])[O-].[Cs+].[Cs+], predict the reaction product.